This data is from Forward reaction prediction with 1.9M reactions from USPTO patents (1976-2016). The task is: Predict the product of the given reaction. (1) Given the reactants [F:1][C:2]1[CH:3]=[C:4]([CH:18]=[CH:19][CH:20]=1)[CH2:5][C@@H:6]1[CH2:10][CH2:9][N:8]([C:11](OC(C)(C)C)=[O:12])[CH2:7]1.C(O)([C:23]([F:26])([F:25])[F:24])=O, predict the reaction product. The product is: [F:24][C:23]([F:26])([F:25])[C:11]([N:8]1[CH2:9][CH2:10][C@@H:6]([CH2:5][C:4]2[CH:18]=[CH:19][CH:20]=[C:2]([F:1])[CH:3]=2)[CH2:7]1)=[O:12]. (2) The product is: [CH2:11]([NH:12][C:27](=[O:28])[CH:18]=[CH2:19])[CH2:10][CH2:9][CH2:8][CH2:7][CH2:6][CH2:5][CH2:4][CH2:3][CH2:2][NH:1][C:20](=[O:23])[CH:21]=[CH2:22]. Given the reactants [NH2:1][CH2:2][CH2:3][CH2:4][CH2:5][CH2:6][CH2:7][CH2:8][CH2:9][CH2:10][CH2:11][NH2:12].C(N([CH2:18][CH3:19])CC)C.[C:20](Cl)(=[O:23])[CH:21]=[CH2:22].O.C[C:27](C)=[O:28], predict the reaction product. (3) Given the reactants C(OC(=O)[NH:10][C@@H:11]([CH:36]1[CH2:41][CH2:40][O:39][CH2:38][CH2:37]1)[C:12]([N:14]1[C@H:19]([C:20](=[O:32])[NH:21][C@H:22]2[C:31]3[C:26](=[CH:27][CH:28]=[CH:29][CH:30]=3)[O:25][CH2:24][CH2:23]2)[CH2:18][N:17]2[CH2:33][CH2:34][CH2:35][C@@H:16]2[CH2:15]1)=[O:13])C1C=CC=CC=1.[ClH:43].CO, predict the reaction product. The product is: [ClH:43].[ClH:43].[NH2:10][C@@H:11]([CH:36]1[CH2:37][CH2:38][O:39][CH2:40][CH2:41]1)[C:12]([N:14]1[C@H:19]([C:20]([NH:21][C@H:22]2[C:31]3[C:26](=[CH:27][CH:28]=[CH:29][CH:30]=3)[O:25][CH2:24][CH2:23]2)=[O:32])[CH2:18][N:17]2[CH2:33][CH2:34][CH2:35][C@@H:16]2[CH2:15]1)=[O:13]. (4) Given the reactants Br[C:2]1[CH:7]=[CH:6][N:5]=[C:4]([Cl:8])[CH:3]=1.[C:9]([Si:11]([CH3:14])([CH3:13])[CH3:12])#[CH:10], predict the reaction product. The product is: [Cl:8][C:4]1[CH:3]=[C:2]([C:10]#[C:9][Si:11]([CH3:14])([CH3:13])[CH3:12])[CH:7]=[CH:6][N:5]=1. (5) Given the reactants [F:1][C:2]1[CH:7]=[CH:6][C:5]([C:8]2[CH:13]=[CH:12][N:11]=[CH:10][N:9]=2)=[C:4]([O:14][CH:15]2[CH2:19][CH2:18][NH:17][CH2:16]2)[CH:3]=1.C(N(CC)CC)C.CN(C=O)C.[CH3:32][N:33]1[CH:37]=[C:36]([S:38](Cl)(=[O:40])=[O:39])[CH:35]=[N:34]1, predict the reaction product. The product is: [F:1][C:2]1[CH:7]=[CH:6][C:5]([C:8]2[CH:13]=[CH:12][N:11]=[CH:10][N:9]=2)=[C:4]([O:14][CH:15]2[CH2:19][CH2:18][N:17]([S:38]([C:36]3[CH:35]=[N:34][N:33]([CH3:32])[CH:37]=3)(=[O:40])=[O:39])[CH2:16]2)[CH:3]=1.